Dataset: Peptide-MHC class I binding affinity with 185,985 pairs from IEDB/IMGT. Task: Regression. Given a peptide amino acid sequence and an MHC pseudo amino acid sequence, predict their binding affinity value. This is MHC class I binding data. (1) The peptide sequence is KIGEVIGPK. The MHC is HLA-A26:03 with pseudo-sequence HLA-A26:03. The binding affinity (normalized) is 0.0847. (2) The peptide sequence is EPDLARVVM. The MHC is H-2-Ld with pseudo-sequence H-2-Ld. The binding affinity (normalized) is 0.228. (3) The peptide sequence is GYTPGQQFY. The MHC is HLA-B35:01 with pseudo-sequence HLA-B35:01. The binding affinity (normalized) is 0.0847. (4) The peptide sequence is MPFAWQFGF. The MHC is HLA-A32:15 with pseudo-sequence HLA-A32:15. The binding affinity (normalized) is 0.872. (5) The peptide sequence is GTEKLTITY. The MHC is HLA-A69:01 with pseudo-sequence HLA-A69:01. The binding affinity (normalized) is 0.0847.